Task: Predict the reactants needed to synthesize the given product.. Dataset: Full USPTO retrosynthesis dataset with 1.9M reactions from patents (1976-2016) (1) The reactants are: [CH3:1][O:2][C:3]1[CH:28]=[C:27]([O:29][CH3:30])[CH:26]=[CH:25][C:4]=1[CH2:5][NH:6][S:7]([CH2:10][C:11]1[CH:16]=[CH:15][C:14]([C:17]([N:19]2[CH2:24][CH2:23][O:22][CH2:21][CH2:20]2)=O)=[CH:13][CH:12]=1)(=[O:9])=[O:8].[H-].[H-].[H-].[H-].[Li+].[Al+3].O.[OH-].[Na+]. Given the product [CH3:1][O:2][C:3]1[CH:28]=[C:27]([O:29][CH3:30])[CH:26]=[CH:25][C:4]=1[CH2:5][NH:6][S:7]([CH2:10][C:11]1[CH:12]=[CH:13][C:14]([CH2:17][N:19]2[CH2:20][CH2:21][O:22][CH2:23][CH2:24]2)=[CH:15][CH:16]=1)(=[O:9])=[O:8], predict the reactants needed to synthesize it. (2) Given the product [Br:1][C:2]1[C:3]([CH3:9])=[C:4]([NH:5][C:13](=[O:14])[C:12]2[CH:16]=[CH:17][CH:18]=[CH:19][C:11]=2[F:10])[CH:6]=[CH:7][CH:8]=1, predict the reactants needed to synthesize it. The reactants are: [Br:1][C:2]1[C:3]([CH3:9])=[C:4]([CH:6]=[CH:7][CH:8]=1)[NH2:5].[F:10][C:11]1[CH:19]=[CH:18][CH:17]=[CH:16][C:12]=1[C:13](O)=[O:14].C1C=NC2N(O)N=NC=2C=1.CCN(C(C)C)C(C)C.C(Cl)CCl.